This data is from Catalyst prediction with 721,799 reactions and 888 catalyst types from USPTO. The task is: Predict which catalyst facilitates the given reaction. (1) Reactant: [Br:1]N1C(=O)CCC1=O.[CH3:9][C:10]1[CH:23]=[N:22][C:13]2[NH:14][C:15]3[C:20]([C:12]=2[CH:11]=1)=[CH:19][CH:18]=[CH:17][C:16]=3[CH3:21].S([O-])([O-])=O.[Na+].[Na+].C(OCC)(=O)C. Product: [Br:1][C:18]1[CH:19]=[C:20]2[C:15](=[C:16]([CH3:21])[CH:17]=1)[NH:14][C:13]1[N:22]=[CH:23][C:10]([CH3:9])=[CH:11][C:12]2=1. The catalyst class is: 7. (2) Reactant: [C:1]([O:5][C:6]([N:8]1[CH2:12][CH2:11][C:10]([C:14]2[CH:19]=[CH:18][CH:17]=[C:16]([Cl:20])[C:15]=2[F:21])([OH:13])[CH2:9]1)=[O:7])([CH3:4])([CH3:3])[CH3:2].[H-].[Na+].I[CH3:25]. Product: [Cl:20][C:16]1[C:15]([F:21])=[C:14]([C:10]2([O:13][CH3:25])[CH2:11][CH2:12][N:8]([C:6]([O:5][C:1]([CH3:4])([CH3:2])[CH3:3])=[O:7])[CH2:9]2)[CH:19]=[CH:18][CH:17]=1. The catalyst class is: 7. (3) Reactant: CS(O)(=O)=O.[Br:6][C:7]1[CH:8]=[C:9]([CH:23]=[CH:24][CH:25]=1)[CH2:10][N:11]([CH3:22])[CH2:12][CH:13]([C:15]1[CH:20]=[CH:19][C:18]([CH3:21])=[CH:17][CH:16]=1)O.[OH-].[NH4+]. Product: [Br:6][C:7]1[CH:8]=[C:9]2[C:23]([CH:13]([C:15]3[CH:20]=[CH:19][C:18]([CH3:21])=[CH:17][CH:16]=3)[CH2:12][N:11]([CH3:22])[CH2:10]2)=[CH:24][CH:25]=1. The catalyst class is: 26. (4) Reactant: Cl[C:2]1[C:11]2[C:6](=[CH:7][CH:8]=[C:9]([F:12])[CH:10]=2)[N:5]([CH3:13])[C:4](=[O:14])[C:3]=1[C:15]#[N:16].[NH:17]1[CH2:22][CH2:21][NH:20][CH2:19][CH2:18]1. Product: [F:12][C:9]1[CH:10]=[C:11]2[C:6](=[CH:7][CH:8]=1)[N:5]([CH3:13])[C:4](=[O:14])[C:3]([C:15]#[N:16])=[C:2]2[N:17]1[CH2:22][CH2:21][NH:20][CH2:19][CH2:18]1. The catalyst class is: 4. (5) Reactant: [F:1][C:2]1[CH:7]=[C:6]([CH3:8])[CH:5]=[CH:4][C:3]=1[C:9]1[CH:14]=[C:13]([CH:15]=[CH2:16])[CH:12]=[C:11]([C:17]([O:19]C)=[O:18])[CH:10]=1.CO.[OH-].[Na+]. Product: [F:1][C:2]1[CH:7]=[C:6]([CH3:8])[CH:5]=[CH:4][C:3]=1[C:9]1[CH:14]=[C:13]([CH:15]=[CH2:16])[CH:12]=[C:11]([C:17]([OH:19])=[O:18])[CH:10]=1. The catalyst class is: 1. (6) Reactant: [F:1][C:2]([F:19])([F:18])[CH:3]([C:5]1[CH:10]=[CH:9][CH:8]=[C:7]([CH:11]2[CH2:16][CH2:15][NH:14][CH2:13][CH2:12]2)[C:6]=1[F:17])[OH:4].C(=O)([O-])[O-].[K+].[K+].I[CH2:27][CH3:28]. Product: [CH2:27]([N:14]1[CH2:13][CH2:12][CH:11]([C:7]2[C:6]([F:17])=[C:5]([CH:3]([OH:4])[C:2]([F:1])([F:18])[F:19])[CH:10]=[CH:9][CH:8]=2)[CH2:16][CH2:15]1)[CH3:28]. The catalyst class is: 10. (7) Reactant: Br[C:2]1[CH:7]=[CH:6][C:5]([N:8]2[CH2:13][CH2:12][N:11]([CH3:14])[CH2:10][CH2:9]2)=[CH:4][CH:3]=1.C([Li])(C)(C)C.[Cl:20][C:21]1[CH:32]=[CH:31][C:24]([C:25](N(OC)C)=[O:26])=[CH:23][C:22]=1[S:33](=[O:36])(=[O:35])[NH2:34]. Product: [Cl:20][C:21]1[CH:32]=[CH:31][C:24]([C:25](=[O:26])[C:2]2[CH:7]=[CH:6][C:5]([N:8]3[CH2:13][CH2:12][N:11]([CH3:14])[CH2:10][CH2:9]3)=[CH:4][CH:3]=2)=[CH:23][C:22]=1[S:33]([NH2:34])(=[O:36])=[O:35]. The catalyst class is: 7. (8) Reactant: [Br:1][C:2]1[CH:3]=[C:4]([C:9](/[C:11](=[CH:17]/[NH:18][CH2:19][CH3:20])/[C:12]([O:14][CH2:15][CH3:16])=[O:13])=[O:10])[C:5](Cl)=[N:6][CH:7]=1.C(=O)([O-])[O-].[K+].[K+].C(N)C. Product: [Br:1][C:2]1[CH:3]=[C:4]2[C:5](=[N:6][CH:7]=1)[N:18]([CH2:19][CH3:20])[CH:17]=[C:11]([C:12]([O:14][CH2:15][CH3:16])=[O:13])[C:9]2=[O:10]. The catalyst class is: 10. (9) Reactant: Cl[C:2]1[CH:3]=[C:4]([C:9]2[N:13]3[C:14]4[N:22]=[C:21]([O:23][CH3:24])[CH:20]=[CH:19][C:15]=4[N:16]=[C:17]([CH3:18])[C:12]3=[C:11]([CH3:25])[N:10]=2)[CH:5]=[C:6](Cl)[CH:7]=1.[C:26]1([C:26]2[CH:31]=[CH:30][CH:29]=[CH:28][CH:27]=2)[CH:31]=[CH:30][C:29](B(O)O)=[CH:28][CH:27]=1.C([O-])([O-])=O.[K+].[K+]. Product: [C:7]1([C:26]2[CH:31]=[CH:30][CH:29]=[CH:28][CH:27]=2)[CH:6]=[CH:5][C:4]([C:9]2[N:13]3[C:14]4[N:22]=[C:21]([O:23][CH3:24])[CH:20]=[CH:19][C:15]=4[N:16]=[C:17]([CH3:18])[C:12]3=[C:11]([CH3:25])[N:10]=2)=[CH:3][CH:2]=1. The catalyst class is: 73. (10) Reactant: [Br:1][C:2]1[C:10](F)=[CH:9][C:5]([C:6]([OH:8])=[O:7])=[C:4]([N+:12]([O-:14])=[O:13])[CH:3]=1.[F:15][C:16]1[CH:21]=[C:20]([F:22])[CH:19]=[CH:18][C:17]=1[OH:23].C(=O)([O-])[O-].[Cs+].[Cs+].Cl. Product: [Br:1][C:2]1[C:10]([O:23][C:17]2[CH:18]=[CH:19][C:20]([F:22])=[CH:21][C:16]=2[F:15])=[CH:9][C:5]([C:6]([OH:8])=[O:7])=[C:4]([N+:12]([O-:14])=[O:13])[CH:3]=1. The catalyst class is: 374.